From a dataset of Reaction yield outcomes from USPTO patents with 853,638 reactions. Predict the reaction yield, written as a fraction of the theoretical maximum amount of product (1.0 means a 100% yield; for example, 0.34 means a 34% yield). (1) The reactants are C(OC([N:8]1[CH2:13][CH2:12][C:11](=[CH:14][C:15]2[N:16]=[C:17]([C:20]3[CH:25]=[CH:24][CH:23]=[CH:22][CH:21]=3)[S:18][CH:19]=2)[CH2:10][CH2:9]1)=O)(C)(C)C.FC(F)(F)C(O)=O. The product is [C:20]1([C:17]2[S:18][CH:19]=[C:15]([CH:14]=[C:11]3[CH2:12][CH2:13][NH:8][CH2:9][CH2:10]3)[N:16]=2)[CH:21]=[CH:22][CH:23]=[CH:24][CH:25]=1. The catalyst is C(Cl)(Cl)Cl. The yield is 0.970. (2) The reactants are Br[C:2]1[CH:3]=[C:4]2[C:8](=[CH:9][CH:10]=1)[NH:7][C:6](=[O:11])[CH2:5]2.C(O)C.C(=O)([O-])[O-].[Na+].[Na+].[C:21]1(B(O)O)[CH:26]=[CH:25][CH:24]=[CH:23][CH:22]=1. The catalyst is C1(C)C=CC=CC=1.C(OCC)(=O)C.C1C=CC([P]([Pd]([P](C2C=CC=CC=2)(C2C=CC=CC=2)C2C=CC=CC=2)([P](C2C=CC=CC=2)(C2C=CC=CC=2)C2C=CC=CC=2)[P](C2C=CC=CC=2)(C2C=CC=CC=2)C2C=CC=CC=2)(C2C=CC=CC=2)C2C=CC=CC=2)=CC=1.ClCCl. The product is [C:21]1([C:2]2[CH:3]=[C:4]3[C:8](=[CH:9][CH:10]=2)[NH:7][C:6](=[O:11])[CH2:5]3)[CH:26]=[CH:25][CH:24]=[CH:23][CH:22]=1. The yield is 0.770.